From a dataset of Experimentally validated miRNA-target interactions with 360,000+ pairs, plus equal number of negative samples. Binary Classification. Given a miRNA mature sequence and a target amino acid sequence, predict their likelihood of interaction. (1) The miRNA is hsa-miR-3613-3p with sequence ACAAAAAAAAAAGCCCAACCCUUC. The protein sequence of the target gene is MADAKYVLCRWEKRLWPAKVLARTATSTKNKRRKEYFLAVQILSLEEKIKVKSTEVEILEKSQIEAIASSLASQNEVPAAPLEELAYRRSLRVALDVLSEGSIWSQESSAGTGRADRSLRGKPMEHVSSPCDSNSSSLPRGDVLGSSRPHRRRPCVQQSLSSSFTCEKDPECKVDHKKGLRKSENPRGPLVLPAGGGAQDESGSRIHHKNWTLASKRGGNSAQKASLCLNGSSLSEDDTERDMGSKGGSWAAPSLPSGVREDDPCANAEGHDPGLPLGSLTAPPAPEPSACSEPGECPAK.... Result: 0 (no interaction). (2) The miRNA is hsa-miR-410-5p with sequence AGGUUGUCUGUGAUGAGUUCG. The protein sequence of the target gene is MKRGRLPSSSEDSDDNGSLSTTWSQHSRSQHGRSSTCSRPEDRKPSEVFRTDLITAMKLHDSYQLNPDDYYVLADPWRQEWEKGVQVPVSPGTIPQPVARVVSEEKSLMFIRPKKYIASSGSEPPALGYVDIRTLADSVCRYDLNDMDAAWLEVTNEEFKEMGMPELDEYTMERVLEEFEQRCYDNMNHAIETEEGLGIEYDEDVVCDVCQSPDGEDGNEMVFCDKCNICVHQACYGILKVPEGSWLCRTCALGVQPKCLLCPKKGGAMKPTRSGTKWVHVSCALWIPEVSIGSPEKMEP.... Result: 0 (no interaction). (3) The miRNA is hsa-miR-4752 with sequence UUGUGGAUCUCAAGGAUGUGCU. The protein sequence of the target gene is MALLLVSLLAFLGSGSGCHHWLCHCSNRVFLCQDSKVTEIPPDLPRNAIELRFVLTKLRVIPKGSFSGFGDLEKIEISQNDVLEVIEADVFSNLPNLHEIRIEKANNLLYINPEAFQNLPSLRYLLISNTGIKHLPAFHKIQSLQKVLLDIQDNINIHIIARNSFMGLSFESVILWLNKNGIQEIHNCAFNGTQLDELNLSDNNNLEELPDDVFQGASGPVVLDISRTKVYSLPNHGLENLKKLRARSTYRLKKLPSLDKFVMLIEASLTYPSHCCAFANWRRQTSELHPICNKSISRQD.... Result: 0 (no interaction). (4) The miRNA is hsa-miR-4499 with sequence AAGACUGAGAGGAGGGA. The protein sequence of the target gene is MTTLDHVIATHQSEWVSFNEEPPFPAHSQGGTEEHLPGLSSSPDQSESSSGENHVVDGGSQDHSHSEQDDSSEKMGLISEAASPPGSPEQPPPDLASAISNWVQFEDDTPWASTSPPHQETAETALPLTMPCWTCPSFDSLGRCPLTSESSWTTHSEDTSSPSFGCSYTDLQLINAEEQTSGQASGADSTDNSSSLQEDEEVEMEAISWQASSPAMNGHPAPPVTSARFPSWVTFDDNEVSCPLPPVTSPLKPNTPPSASVIPDVPYNSMGSFKKRDRPKSTLMNFSKVQKLDISSLNRT.... Result: 1 (interaction).